From a dataset of Forward reaction prediction with 1.9M reactions from USPTO patents (1976-2016). Predict the product of the given reaction. (1) Given the reactants [F:1][C:2]1[CH:13]=[C:12]([F:14])[CH:11]=[CH:10][C:3]=1[O:4][C:5]([CH3:9])([CH3:8])[CH2:6][OH:7].[Cl:15][C:16]1[C:21]([C:22]([F:25])([F:24])[F:23])=[C:20](Cl)[CH:19]=[CH:18][N:17]=1, predict the reaction product. The product is: [Cl:15][C:16]1[C:21]([C:22]([F:23])([F:24])[F:25])=[C:20]([O:7][CH2:6][C:5]([O:4][C:3]2[CH:10]=[CH:11][C:12]([F:14])=[CH:13][C:2]=2[F:1])([CH3:9])[CH3:8])[CH:19]=[CH:18][N:17]=1. (2) Given the reactants Br[C:2]1[C:7](=[O:8])[NH:6][C:5]2[N:9]([C:16]([CH3:19])([CH3:18])[CH3:17])[N:10]=[C:11]([CH:12]3[CH2:15][CH2:14][CH2:13]3)[C:4]=2[CH:3]=1.[Cl:20][C:21]1[CH:22]=[C:23](B(O)O)[CH:24]=[C:25]([Cl:27])[CH:26]=1.[F-].[Cs+], predict the reaction product. The product is: [C:16]([N:9]1[C:5]2[NH:6][C:7](=[O:8])[C:2]([C:23]3[CH:22]=[C:21]([Cl:20])[CH:26]=[C:25]([Cl:27])[CH:24]=3)=[CH:3][C:4]=2[C:11]([CH:12]2[CH2:15][CH2:14][CH2:13]2)=[N:10]1)([CH3:19])([CH3:18])[CH3:17].